This data is from Catalyst prediction with 721,799 reactions and 888 catalyst types from USPTO. The task is: Predict which catalyst facilitates the given reaction. (1) Reactant: [C:1]([O:5][C:6](=[O:15])[NH:7][C@H:8]1[CH2:13][CH2:12][C@H:11]([OH:14])[CH2:10][CH2:9]1)([CH3:4])([CH3:3])[CH3:2].N1C=CC=CC=1.[CH3:22][S:23](Cl)(=[O:25])=[O:24]. Product: [C:1]([O:5][C:6]([NH:7][C@H:8]1[CH2:9][CH2:10][C@H:11]([O:14][S:23]([CH3:22])(=[O:25])=[O:24])[CH2:12][CH2:13]1)=[O:15])([CH3:4])([CH3:2])[CH3:3]. The catalyst class is: 2. (2) Reactant: Br[C:2]1[CH:7]=[C:6]([C:8]2[N:12]=[C:11]([C:13]3[CH:14]=[CH:15][C:16]([O:21][CH:22]([CH3:24])[CH3:23])=[C:17]([CH:20]=3)[C:18]#[N:19])[O:10][N:9]=2)[CH:5]=[CH:4][N:3]=1.CC(P(C(C)(C)C)C(C)(C)C)(C)C.C([O-])([O-])=O.[Cs+].[Cs+].Br[Zn][CH2:46][CH2:47][CH2:48][C:49]([O:51][CH2:52][CH3:53])=[O:50]. Product: [C:18]([C:17]1[CH:20]=[C:13]([C:11]2[O:10][N:9]=[C:8]([C:6]3[CH:5]=[CH:4][N:3]=[C:2]([CH2:46][CH2:47][CH2:48][C:49]([O:51][CH2:52][CH3:53])=[O:50])[CH:7]=3)[N:12]=2)[CH:14]=[CH:15][C:16]=1[O:21][CH:22]([CH3:24])[CH3:23])#[N:19]. The catalyst class is: 443. (3) Product: [NH2:1][CH2:4][C:5]1[C:10]([CH3:11])=[N:9][C:8]2[N:12]([CH2:15][CH3:16])[N:13]=[CH:14][C:7]=2[C:6]=1[NH:17][CH:18]1[CH2:19][CH2:20][O:21][CH2:22][CH2:23]1. The catalyst class is: 63. Reactant: [N:1]([CH2:4][C:5]1[C:10]([CH3:11])=[N:9][C:8]2[N:12]([CH2:15][CH3:16])[N:13]=[CH:14][C:7]=2[C:6]=1[NH:17][CH:18]1[CH2:23][CH2:22][O:21][CH2:20][CH2:19]1)=[N+]=[N-]. (4) Reactant: [CH:1]1([N:7]2[C:15]3[CH:14]=[CH:13][N:12]=[C:11]([O:16][CH3:17])[C:10]=3[C:9](=[O:18])[NH:8]2)[CH2:6][CH2:5][CH2:4][CH2:3][CH2:2]1.N1C=CC=CC=1.[F:25][C:26]([F:39])([F:38])[S:27](O[S:27]([C:26]([F:39])([F:38])[F:25])(=[O:29])=[O:28])(=[O:29])=[O:28]. Product: [F:25][C:26]([F:39])([F:38])[S:27]([O:18][C:9]1[C:10]2[C:11]([O:16][CH3:17])=[N:12][CH:13]=[CH:14][C:15]=2[N:7]([CH:1]2[CH2:2][CH2:3][CH2:4][CH2:5][CH2:6]2)[N:8]=1)(=[O:29])=[O:28]. The catalyst class is: 10. (5) Reactant: Cl.[I:2][C:3]1[CH:14]=[CH:13][CH:12]=[CH:11][C:4]=1[O:5][CH2:6][CH:7]1[CH2:10][NH:9][CH2:8]1.Cl[C:16]1[N:17]=[N:18][C:19]([C:22]2[O:23][C:24]([CH3:27])=[N:25][N:26]=2)=[CH:20][CH:21]=1.C(=O)([O-])[O-].[K+].[K+].O. Product: [I:2][C:3]1[CH:14]=[CH:13][CH:12]=[CH:11][C:4]=1[O:5][CH2:6][CH:7]1[CH2:8][N:9]([C:16]2[N:17]=[N:18][C:19]([C:22]3[O:23][C:24]([CH3:27])=[N:25][N:26]=3)=[CH:20][CH:21]=2)[CH2:10]1. The catalyst class is: 12.